From a dataset of Reaction yield outcomes from USPTO patents with 853,638 reactions. Predict the reaction yield, written as a fraction of the theoretical maximum amount of product (1.0 means a 100% yield; for example, 0.34 means a 34% yield). The catalyst is CN(C=O)C. The yield is 0.950. The reactants are Cl[C:2]1[CH:7]=[CH:6][CH:5]=[C:4]([Cl:8])[N:3]=1.C([O-])([O-])=O.[Cs+].[Cs+].[CH2:15]1[CH2:19][CH:18]([SH:20])[CH2:17][CH2:16]1. The product is [Cl:8][C:4]1[CH:5]=[CH:6][CH:7]=[C:2]([S:20][CH:18]2[CH2:19][CH2:15][CH2:16][CH2:17]2)[N:3]=1.